Dataset: Full USPTO retrosynthesis dataset with 1.9M reactions from patents (1976-2016). Task: Predict the reactants needed to synthesize the given product. (1) Given the product [C:6]1([C:12]2[C:16]3[CH:17]=[CH:18][CH:19]=[CH:20][C:15]=3[O:14][C:13]=2[CH2:21][O:22][S:2]([CH3:1])(=[O:4])=[O:3])[CH:7]=[CH:8][CH:9]=[CH:10][CH:11]=1, predict the reactants needed to synthesize it. The reactants are: [CH3:1][S:2](Cl)(=[O:4])=[O:3].[C:6]1([C:12]2[C:16]3[CH:17]=[CH:18][CH:19]=[CH:20][C:15]=3[O:14][C:13]=2[CH2:21][OH:22])[CH:11]=[CH:10][CH:9]=[CH:8][CH:7]=1.CCN(C(C)C)C(C)C. (2) Given the product [N+:1]([C:4]1[CH:5]=[CH:6][C:7]([CH2:8][C:9]([CH2:18][C:19]2[CH:24]=[CH:23][C:22]([N+:25]([O-:27])=[O:26])=[CH:21][CH:20]=2)([CH2:10][OH:11])[CH2:14][OH:15])=[CH:28][CH:29]=1)([O-:3])=[O:2], predict the reactants needed to synthesize it. The reactants are: [N+:1]([C:4]1[CH:29]=[CH:28][C:7]([CH2:8][C:9]([CH2:18][C:19]2[CH:24]=[CH:23][C:22]([N+:25]([O-:27])=[O:26])=[CH:21][CH:20]=2)([C:14](OC)=[O:15])[C:10](OC)=[O:11])=[CH:6][CH:5]=1)([O-:3])=[O:2].[OH-].[Li+].Cl.B. (3) Given the product [CH3:4][O:3][P:2]([CH2:1][C:16](=[O:15])[CH2:17][CH2:18][C:19]1[CH:28]=[CH:27][C:26]2[CH2:25][CH2:24][CH2:23][NH:22][C:21]=2[N:20]=1)(=[O:7])[O:5][CH3:6], predict the reactants needed to synthesize it. The reactants are: [CH3:1][P:2](=[O:7])([O:5][CH3:6])[O:3][CH3:4].[Li]CCCC.C([O:15][C:16](=O)[CH2:17][CH2:18][C:19]1[CH:28]=[CH:27][C:26]2[CH2:25][CH2:24][CH2:23][NH:22][C:21]=2[N:20]=1)C. (4) Given the product [CH2:31]([N:20]1[CH2:19][CH2:18][CH:17]([O:16][C:14]2[CH:13]=[C:12]([O:23][CH3:24])[CH:11]=[C:10]3[C:15]=2[C:6]([NH:5][C:4]2[CH:25]=[CH:26][C:27]([F:28])=[C:2]([Cl:1])[CH:3]=2)=[N:7][CH:8]=[N:9]3)[CH2:22][CH2:21]1)[CH:30]=[CH2:29], predict the reactants needed to synthesize it. The reactants are: [Cl:1][C:2]1[CH:3]=[C:4]([CH:25]=[CH:26][C:27]=1[F:28])[NH:5][C:6]1[C:15]2[C:10](=[CH:11][C:12]([O:23][CH3:24])=[CH:13][C:14]=2[O:16][CH:17]2[CH2:22][CH2:21][NH:20][CH2:19][CH2:18]2)[N:9]=[CH:8][N:7]=1.[CH2:29](Br)[CH:30]=[CH2:31]. (5) Given the product [CH2:1]([C:3]1[CH:4]=[C:5]([CH2:9][CH2:10][CH2:11][OH:12])[CH:6]=[CH:7][CH:8]=1)[CH3:2], predict the reactants needed to synthesize it. The reactants are: [CH2:1]([C:3]1[CH:4]=[C:5]([CH2:9][CH2:10][CH2:11][O:12]C2CCCCO2)[CH:6]=[CH:7][CH:8]=1)[CH3:2].O.C1(C)C=CC(S(O)(=O)=O)=CC=1.C(=O)([O-])O.[Na+]. (6) The reactants are: [OH-].[Na+].[N:3]1[CH:8]=[CH:7][CH:6]=[C:5]([C@@H:9]2[CH2:11][C@H:10]2[C:12]([O:14]CC)=[O:13])[CH:4]=1. Given the product [N:3]1[CH:8]=[CH:7][CH:6]=[C:5]([C@@H:9]2[CH2:11][C@H:10]2[C:12]([OH:14])=[O:13])[CH:4]=1, predict the reactants needed to synthesize it. (7) Given the product [Cl:1][C:2]1[CH:21]=[CH:20][C:5]([C:6]([N:8]2[CH2:14][C:13]3[CH:15]=[CH:16][CH:17]=[CH:18][C:12]=3[N:11]([CH2:25][C:26]([O:28][C:29]([CH3:32])([CH3:31])[CH3:30])=[O:27])[C:10](=[O:19])[CH2:9]2)=[O:7])=[CH:4][CH:3]=1, predict the reactants needed to synthesize it. The reactants are: [Cl:1][C:2]1[CH:21]=[CH:20][C:5]([C:6]([N:8]2[CH2:14][C:13]3[CH:15]=[CH:16][CH:17]=[CH:18][C:12]=3[NH:11][C:10](=[O:19])[CH2:9]2)=[O:7])=[CH:4][CH:3]=1.[H-].[Na+].Br[CH2:25][C:26]([O:28][C:29]([CH3:32])([CH3:31])[CH3:30])=[O:27].C(OCC)(=O)C. (8) Given the product [C:17]([C:25]1[CH:26]=[CH:27][C:28]([NH:31][C:32]([CH:33]2[O:7][N:11]=[C:12]([C:13]3[CH:45]=[N:44][CH:46]=[N:9][CH:14]=3)[CH2:34]2)=[O:35])=[CH:29][CH:30]=1)(=[O:24])[C:18]1[CH:19]=[CH:20][CH:21]=[CH:22][CH:23]=1, predict the reactants needed to synthesize it. The reactants are: ClN1CC(=[O:7])CC1=O.[N:9]1[CH:14]=[C:13](C=O)[CH:12]=[N:11]C=1.[C:17]([C:25]1[CH:30]=[CH:29][C:28]([NH:31][C:32](=[O:35])[CH:33]=[CH2:34])=[CH:27][CH:26]=1)(=[O:24])[C:18]1[CH:23]=[CH:22][CH:21]=[CH:20][CH:19]=1.C(N(CC)CC)C.C[N:44]([CH:46]=O)[CH3:45]. (9) Given the product [NH2:18][C:15]1[CH:16]=[CH:17][C:12]([C:11]2[C:5]3[CH:4]=[C:3]([Cl:28])[C:2]([Cl:1])=[CH:27][C:6]=3[CH2:7][CH:8]([CH3:26])[N:9]([C:22](=[O:25])[CH2:23][CH3:24])[N:10]=2)=[CH:13][C:14]=1[CH3:21], predict the reactants needed to synthesize it. The reactants are: [Cl:1][C:2]1[C:3]([Cl:28])=[CH:4][C:5]2[C:11]([C:12]3[CH:17]=[CH:16][C:15]([N+:18]([O-])=O)=[C:14]([CH3:21])[CH:13]=3)=[N:10][N:9]([C:22](=[O:25])[CH2:23][CH3:24])[CH:8]([CH3:26])[CH2:7][C:6]=2[CH:27]=1.O.NN.